Task: Predict the product of the given reaction.. Dataset: Forward reaction prediction with 1.9M reactions from USPTO patents (1976-2016) (1) Given the reactants [C:1]1([CH:7]([N:12]2[CH2:17][CH2:16][CH:15]([C:18]3[CH:23]=[CH:22][C:21]([NH:24][C:25]([C:27]4[CH:32]=[CH:31][CH:30]=[CH:29][C:28]=4[C:33]4[CH:38]=[CH:37][C:36]([C:39]([F:42])([F:41])[F:40])=[CH:35][CH:34]=4)=[O:26])=[CH:20][CH:19]=3)[CH2:14][CH2:13]2)[C:8]([O:10]C)=[O:9])[CH:6]=[CH:5][CH:4]=[CH:3][CH:2]=1.[ClH:43], predict the reaction product. The product is: [ClH:43].[C:1]1([CH:7]([N:12]2[CH2:13][CH2:14][CH:15]([C:18]3[CH:23]=[CH:22][C:21]([NH:24][C:25]([C:27]4[CH:32]=[CH:31][CH:30]=[CH:29][C:28]=4[C:33]4[CH:38]=[CH:37][C:36]([C:39]([F:42])([F:40])[F:41])=[CH:35][CH:34]=4)=[O:26])=[CH:20][CH:19]=3)[CH2:16][CH2:17]2)[C:8]([OH:10])=[O:9])[CH:6]=[CH:5][CH:4]=[CH:3][CH:2]=1. (2) The product is: [CH3:1][C:2]1([CH3:10])[O:7][C:6](=[O:8])[C:5](=[CH:18][NH:11][C:12]2[CH:17]=[CH:16][N:15]=[CH:14][CH:13]=2)[C:4](=[O:9])[O:3]1. Given the reactants [CH3:1][C:2]1([CH3:10])[O:7][C:6](=[O:8])[CH2:5][C:4](=[O:9])[O:3]1.[NH2:11][C:12]1[CH:17]=[CH:16][N:15]=[CH:14][CH:13]=1.[CH:18](OC)(OC)OC, predict the reaction product. (3) Given the reactants [NH2:1][C:2]1[N:3]=[CH:4][C:5]([C:8]2[C:9]([F:28])=[C:10]([C:21]([CH:24]3[CH2:27][CH2:26][CH2:25]3)=[CH:22][CH:23]=2)[O:11][CH2:12][C:13]2[CH:20]=[CH:19][C:16]([C:17]#[N:18])=[CH:15][CH:14]=2)=[N:6][CH:7]=1.[N-:29]=[N+:30]=[N-:31].[Na+], predict the reaction product. The product is: [CH:24]1([C:21]2[CH:22]=[CH:23][C:8]([C:5]3[N:6]=[CH:7][C:2]([NH2:1])=[N:3][CH:4]=3)=[C:9]([F:28])[C:10]=2[O:11][CH2:12][C:13]2[CH:14]=[CH:15][C:16]([C:17]3[NH:31][N:30]=[N:29][N:18]=3)=[CH:19][CH:20]=2)[CH2:25][CH2:26][CH2:27]1. (4) Given the reactants Br[C:2]1[N:7]=[CH:6][CH:5]=[CH:4][N:3]=1.[CH2:8]([O:10][C@H:11]1[CH2:15][NH:14][CH2:13][C@H:12]1[NH:16][C:17]1[C:22]([CH2:23][CH3:24])=[N:21][C:20]([C:25]2[CH:30]=[CH:29][C:28]([O:31][CH3:32])=[CH:27][C:26]=2[CH3:33])=[C:19]([CH2:34][CH3:35])[N:18]=1)[CH3:9], predict the reaction product. The product is: [CH2:8]([O:10][C@H:11]1[CH2:15][N:14]([C:2]2[N:7]=[CH:6][CH:5]=[CH:4][N:3]=2)[CH2:13][C@H:12]1[NH:16][C:17]1[C:22]([CH2:23][CH3:24])=[N:21][C:20]([C:25]2[CH:30]=[CH:29][C:28]([O:31][CH3:32])=[CH:27][C:26]=2[CH3:33])=[C:19]([CH2:34][CH3:35])[N:18]=1)[CH3:9]. (5) Given the reactants [CH:1]([C:3]1[CH:9]=[CH:8][C:6]([NH2:7])=[C:5]([N+:10]([O-])=O)[CH:4]=1)=[CH2:2].O.O.O.O.O.O.O.O.O.[S-2].[Na+].[Na+].C(O)C, predict the reaction product. The product is: [NH2:10][C:5]1[CH:4]=[C:3]([CH:9]=[CH:8][C:6]=1[NH2:7])[CH:1]=[CH2:2].